From a dataset of NCI-60 drug combinations with 297,098 pairs across 59 cell lines. Regression. Given two drug SMILES strings and cell line genomic features, predict the synergy score measuring deviation from expected non-interaction effect. (1) Drug 1: CC1=C(C=C(C=C1)NC2=NC=CC(=N2)N(C)C3=CC4=NN(C(=C4C=C3)C)C)S(=O)(=O)N.Cl. Drug 2: CC1=C(C=C(C=C1)C(=O)NC2=CC(=CC(=C2)C(F)(F)F)N3C=C(N=C3)C)NC4=NC=CC(=N4)C5=CN=CC=C5. Cell line: MDA-MB-435. Synergy scores: CSS=5.81, Synergy_ZIP=4.74, Synergy_Bliss=15.3, Synergy_Loewe=9.52, Synergy_HSA=10.9. (2) Drug 1: CC(C1=C(C=CC(=C1Cl)F)Cl)OC2=C(N=CC(=C2)C3=CN(N=C3)C4CCNCC4)N. Drug 2: CC1=C2C(C(=O)C3(C(CC4C(C3C(C(C2(C)C)(CC1OC(=O)C(C(C5=CC=CC=C5)NC(=O)C6=CC=CC=C6)O)O)OC(=O)C7=CC=CC=C7)(CO4)OC(=O)C)O)C)OC(=O)C. Cell line: MDA-MB-231. Synergy scores: CSS=45.6, Synergy_ZIP=4.51, Synergy_Bliss=4.45, Synergy_Loewe=-10.9, Synergy_HSA=6.66. (3) Drug 1: C1=CN(C(=O)N=C1N)C2C(C(C(O2)CO)O)O.Cl. Cell line: TK-10. Synergy scores: CSS=15.0, Synergy_ZIP=-6.62, Synergy_Bliss=-0.128, Synergy_Loewe=-3.45, Synergy_HSA=1.02. Drug 2: CCN(CC)CCNC(=O)C1=C(NC(=C1C)C=C2C3=C(C=CC(=C3)F)NC2=O)C.